From a dataset of Reaction yield outcomes from USPTO patents with 853,638 reactions. Predict the reaction yield, written as a fraction of the theoretical maximum amount of product (1.0 means a 100% yield; for example, 0.34 means a 34% yield). (1) The reactants are Br[C:2]1[CH:3]=[CH:4][C:5]([O:8][C:9]2[CH:14]=[CH:13][C:12]([F:15])=[CH:11][CH:10]=2)=[N:6][CH:7]=1.[CH2:16]([Li])[CH2:17][CH2:18][CH3:19].Cl.Cl.C1(C2C=[CH:32][CH:31]=[CH:30][NH:29]N=2)CCC1.[CH3:34][CH2:35][N:36]([CH:40](C)C)C(C)C.CC[O:45]CC. The catalyst is C(Cl)Cl. The product is [CH:19]1([N:29]2[CH2:30][CH2:31][CH2:32][N:36]([C:40]([C:2]3[CH:7]=[N:6][C:5]([O:8][C:9]4[CH:14]=[CH:13][C:12]([F:15])=[CH:11][CH:10]=4)=[CH:4][CH:3]=3)=[O:45])[CH2:35][CH2:34]2)[CH2:18][CH2:17][CH2:16]1. The yield is 0.570. (2) The reactants are [CH2:1]([N:3]([CH2:8][CH3:9])[CH2:4][CH2:5][NH:6][CH3:7])[CH3:2].Br[CH2:11][C:12]1[CH:13]=[C:14]([CH:18]=[CH:19][CH:20]=1)[C:15]([OH:17])=[O:16].C(=O)([O-])[O-].[K+].[K+].[I-].[K+]. The catalyst is CN(C)C=O. The product is [CH2:1]([N:3]([CH2:8][CH3:9])[CH2:4][CH2:5][N:6]([CH2:11][C:12]1[CH:13]=[C:14]([CH:18]=[CH:19][CH:20]=1)[C:15]([OH:17])=[O:16])[CH3:7])[CH3:2]. The yield is 0.460. (3) The reactants are [CH3:1][CH:2]([CH2:4][CH2:5][CH2:6][C@H:7]([C@@H:9]1[C@:27]2([CH3:28])[C@H:12]([C@H:13]3[C@H:24]([CH2:25][CH2:26]2)[C@:22]2([CH3:23])[C:16]([CH2:17][C@H:18]([CH2:20][CH2:21]2)O)=[CH:15][CH2:14]3)[CH2:11][CH2:10]1)[CH3:8])[CH3:3].C1(P(C2C=CC=CC=2)C2C=CC=CC=2)C=CC=CC=1.N(C(OC(C)C)=O)=NC(OC(C)C)=O.C1(P([N:76]=[N+:77]=[N-:78])(C2C=CC=CC=2)=O)C=CC=CC=1. The catalyst is O1CCCC1. The product is [N:76]([C@@H:18]1[CH2:20][CH2:21][C@@:22]2([CH3:23])[C:16](=[CH:15][CH2:14][C@@H:13]3[C@@H:24]2[CH2:25][CH2:26][C@@:27]2([CH3:28])[C@H:12]3[CH2:11][CH2:10][C@@H:9]2[C@H:7]([CH3:8])[CH2:6][CH2:5][CH2:4][CH:2]([CH3:3])[CH3:1])[CH2:17]1)=[N+:77]=[N-:78]. The yield is 0.670. (4) The reactants are Cl.[F:2][C:3]([F:16])([F:15])[CH2:4][O:5][C:6]1[N:11]=[CH:10][C:9]([CH:12]([NH2:14])[CH3:13])=[CH:8][CH:7]=1.[NH2:17][C:18]1[N:23]=[C:22]([C:24](O)=[O:25])[CH:21]=[CH:20][N:19]=1. The yield is 0.800. The product is [NH2:17][C:18]1[N:23]=[C:22]([C:24]([NH:14][CH:12]([C:9]2[CH:10]=[N:11][C:6]([O:5][CH2:4][C:3]([F:2])([F:15])[F:16])=[CH:7][CH:8]=2)[CH3:13])=[O:25])[CH:21]=[CH:20][N:19]=1. No catalyst specified.